Dataset: Full USPTO retrosynthesis dataset with 1.9M reactions from patents (1976-2016). Task: Predict the reactants needed to synthesize the given product. Given the product [C:62]1([C:55]([C:68]2[CH:73]=[CH:72][CH:71]=[CH:70][CH:69]=2)([C:56]2[CH:57]=[CH:58][CH:59]=[CH:60][CH:61]=2)[O:74][NH:75][C:8](=[O:9])[C@@H:7]([N:1]2[CH2:2][CH2:3][O:4][CH2:5][CH2:6]2)[CH2:11][N:12]([C:17]2[CH:18]=[CH:19][C:20]([O:23][C:24]3[CH:29]=[CH:28][C:27]([C:30]([F:33])([F:31])[F:32])=[CH:26][CH:25]=3)=[CH:21][CH:22]=2)[S:13]([CH3:16])(=[O:15])=[O:14])[CH:63]=[CH:64][CH:65]=[CH:66][CH:67]=1, predict the reactants needed to synthesize it. The reactants are: [N:1]1([C@@H:7]([CH2:11][N:12]([C:17]2[CH:22]=[CH:21][C:20]([O:23][C:24]3[CH:29]=[CH:28][C:27]([C:30]([F:33])([F:32])[F:31])=[CH:26][CH:25]=3)=[CH:19][CH:18]=2)[S:13]([CH3:16])(=[O:15])=[O:14])[C:8](O)=[O:9])[CH2:6][CH2:5][O:4][CH2:3][CH2:2]1.C(Cl)CCl.C1C=CC2N(O)N=NC=2C=1.CCN(CC)CC.[C:55]([O:74][NH2:75])([C:68]1[CH:73]=[CH:72][CH:71]=[CH:70][CH:69]=1)([C:62]1[CH:67]=[CH:66][CH:65]=[CH:64][CH:63]=1)[C:56]1[CH:61]=[CH:60][CH:59]=[CH:58][CH:57]=1.